The task is: Predict the reaction yield, written as a fraction of the theoretical maximum amount of product (1.0 means a 100% yield; for example, 0.34 means a 34% yield).. This data is from Reaction yield outcomes from USPTO patents with 853,638 reactions. (1) The reactants are [CH:1]1([CH2:4][O:5][NH:6][C:7]([C:9]2[C:17]([NH:18][C:19]3[CH:24]=[CH:23][C:22]([C:25]#[C:26][Si](C)(C)C)=[CH:21][C:20]=3[CH3:31])=[C:16]([F:32])[C:12]3[N:13]=[CH:14][NH:15][C:11]=3[CH:10]=2)=[O:8])[CH2:3][CH2:2]1.CCCC[N+](CCCC)(CCCC)CCCC.[F-]. The catalyst is O1CCCC1.O. The product is [CH:1]1([CH2:4][O:5][NH:6][C:7]([C:9]2[C:17]([NH:18][C:19]3[CH:24]=[CH:23][C:22]([C:25]#[CH:26])=[CH:21][C:20]=3[CH3:31])=[C:16]([F:32])[C:12]3[N:13]=[CH:14][NH:15][C:11]=3[CH:10]=2)=[O:8])[CH2:3][CH2:2]1. The yield is 0.650. (2) The reactants are [C:1](#[N:4])[CH:2]=[CH2:3].[CH2:5]([NH2:8])[CH2:6][NH2:7]. The catalyst is O. The product is [CH2:5]([N:8]([CH2:3][CH2:2][C:1]#[N:4])[CH2:3][CH2:2][C:1]#[N:4])[CH2:6][N:7]([CH2:3][CH2:2][C:1]#[N:4])[CH2:3][CH2:2][C:1]#[N:4]. The yield is 0.764. (3) The reactants are Br[CH2:2][CH2:3][CH2:4][CH2:5][CH2:6][C:7]([NH:9][C:10]1[S:14][C:13]([NH:15][C:16]2[CH:25]=[CH:24][C:23]3[C:18](=[CH:19][CH:20]=[CH:21][CH:22]=3)[CH:17]=2)=[N:12][C:11]=1[C:26]([NH2:28])=[O:27])=[O:8].[NH:29]1[CH2:34][CH2:33][O:32][CH2:31][CH2:30]1. The catalyst is CC(N(C)C)=O. The product is [O:32]1[CH2:33][CH2:34][N:29]([CH2:2][CH2:3][CH2:4][CH2:5][CH2:6][C:7]([NH:9][C:10]2[S:14][C:13]([NH:15][C:16]3[CH:25]=[CH:24][C:23]4[C:18](=[CH:19][CH:20]=[CH:21][CH:22]=4)[CH:17]=3)=[N:12][C:11]=2[C:26]([NH2:28])=[O:27])=[O:8])[CH2:30][CH2:31]1. The yield is 0.900. (4) The reactants are [F:1][C:2]1[CH:31]=[CH:30][C:5]([C:6]([NH:8][C:9]2[N:13]([C@@H:14]3[CH2:19][CH2:18][C@H:17]([C:20]([O:22][CH3:23])=[O:21])[CH2:16][CH2:15]3)[C:12]3[CH:24]=[C:25]([CH2:28]O)[CH:26]=[CH:27][C:11]=3[N:10]=2)=[O:7])=[CH:4][CH:3]=1.S(Cl)(Cl)=O.[NH:36]1[CH2:41][CH2:40][CH2:39][CH2:38][CH2:37]1. The catalyst is C(Cl)Cl.CS(C)=O. The product is [F:1][C:2]1[CH:31]=[CH:30][C:5]([C:6](/[N:8]=[C:9]2\[NH:10][C:11]3[CH:27]=[CH:26][C:25]([CH2:28][N:36]4[CH2:41][CH2:40][CH2:39][CH2:38][CH2:37]4)=[CH:24][C:12]=3[N:13]\2[C@@H:14]2[CH2:15][CH2:16][C@H:17]([C:20]([O:22][CH3:23])=[O:21])[CH2:18][CH2:19]2)=[O:7])=[CH:4][CH:3]=1. The yield is 0.682. (5) The reactants are [C:1]([Si:5]([O:8][CH:9]1[C:18]2[C:13](=[CH:14][CH:15]=[CH:16][CH:17]=2)[CH:12]([C:19]2[CH:23]=[C:22]([CH:24]3OCC[O:25]3)[S:21][CH:20]=2)[O:11][CH2:10]1)([CH3:7])[CH3:6])([CH3:4])([CH3:3])[CH3:2].CC(C)=O. No catalyst specified. The product is [Si:5]([O:8][CH:9]1[C:18]2[C:13](=[CH:14][CH:15]=[CH:16][CH:17]=2)[CH:12]([C:19]2[CH:23]=[C:22]([CH:24]=[O:25])[S:21][CH:20]=2)[O:11][CH2:10]1)([C:1]([CH3:4])([CH3:2])[CH3:3])([CH3:7])[CH3:6]. The yield is 0.780. (6) The reactants are [F:1][C:2]([F:24])([F:23])[O:3][C:4]1[CH:9]=[CH:8][C:7]([N:10]2[CH:14]=[N:13][C:12]([C:15]3[CH:22]=[CH:21][C:18]([CH:19]=O)=[CH:17][CH:16]=3)=[N:11]2)=[CH:6][CH:5]=1.[CH:25]1([C:30]2[CH:35]=[CH:34][CH:33]=[CH:32][C:31]=2[NH:36][C:37]([NH:39][NH2:40])=[S:38])[CH2:29][CH2:28][CH2:27][CH2:26]1. The catalyst is CO. The product is [CH:25]1([C:30]2[CH:35]=[CH:34][CH:33]=[CH:32][C:31]=2[NH:36][C:37]([NH:39]/[N:40]=[CH:19]/[C:18]2[CH:21]=[CH:22][C:15]([C:12]3[N:13]=[CH:14][N:10]([C:7]4[CH:8]=[CH:9][C:4]([O:3][C:2]([F:24])([F:23])[F:1])=[CH:5][CH:6]=4)[N:11]=3)=[CH:16][CH:17]=2)=[S:38])[CH2:26][CH2:27][CH2:28][CH2:29]1. The yield is 0.830. (7) The reactants are Cl[C:2]1[N:11]=[C:10]([Cl:12])[CH:9]=[C:8]([C:13]#[N:14])[C:3]=1[C:4]([O:6][CH3:7])=[O:5].C(N(CC)CC)C.[NH2:22][C:23]1[CH:28]=[CH:27][CH:26]=[C:25]([CH3:29])[CH:24]=1.O. The catalyst is C1COCC1. The product is [Cl:12][C:10]1[CH:9]=[C:8]([C:13]#[N:14])[C:3]([C:4]([O:6][CH3:7])=[O:5])=[C:2]([NH:22][C:23]2[CH:24]=[C:25]([CH3:29])[CH:26]=[CH:27][CH:28]=2)[N:11]=1. The yield is 0.333.